Task: Predict the reactants needed to synthesize the given product.. Dataset: Full USPTO retrosynthesis dataset with 1.9M reactions from patents (1976-2016) (1) Given the product [CH3:9][CH2:10][CH2:11][CH:6]([CH3:7])[CH3:21].[Br:20][C:21]1[N:22]=[C:23]([C:6]2[CH:7]=[N:8][CH:9]=[CH:10][CH:11]=2)[CH:24]=[CH:25][CH:26]=1, predict the reactants needed to synthesize it. The reactants are: C([Sn](CCCC)(CCCC)[C:6]1[CH:7]=[N:8][CH:9]=[CH:10][CH:11]=1)CCC.[Br:20][C:21]1[CH:26]=[CH:25][CH:24]=[C:23](Br)[N:22]=1. (2) Given the product [OH:1][C@@H:2]([C@@H:16]([NH:24][C:25](=[O:49])[C:26]1[CH:31]=[C:30]([C:32](=[O:42])[NH:33][C@@H:34]([C:36]2[CH:41]=[CH:40][CH:39]=[CH:38][CH:37]=2)[CH3:35])[CH:29]=[C:28]([N:43]([CH3:48])[S:44]([CH3:47])(=[O:46])=[O:45])[CH:27]=1)[CH2:17][C:18]1[CH:19]=[CH:20][CH:21]=[CH:22][CH:23]=1)[CH2:3][NH:4][CH2:5][C:6]1[CH:7]=[C:8]([CH:13]=[CH:14][CH:15]=1)[C:9]([OH:11])=[O:10], predict the reactants needed to synthesize it. The reactants are: [OH:1][C@@H:2]([C@@H:16]([NH:24][C:25](=[O:49])[C:26]1[CH:31]=[C:30]([C:32](=[O:42])[NH:33][C@@H:34]([C:36]2[CH:41]=[CH:40][CH:39]=[CH:38][CH:37]=2)[CH3:35])[CH:29]=[C:28]([N:43]([CH3:48])[S:44]([CH3:47])(=[O:46])=[O:45])[CH:27]=1)[CH2:17][C:18]1[CH:23]=[CH:22][CH:21]=[CH:20][CH:19]=1)[CH2:3][NH:4][CH2:5][C:6]1[CH:7]=[C:8]([CH:13]=[CH:14][CH:15]=1)[C:9]([O:11]C)=[O:10].[OH-].[Na+]. (3) Given the product [NH2:1][C:2]1[N:10]=[C:9]2[C:5]([N:6]=[CH:7][N:8]2[C@@H:11]2[CH2:12][C@H:13]([OH:32])[C@:14]([CH2:16][OH:17])([OH:23])[CH2:15]2)=[C:4]([Cl:18])[N:3]=1, predict the reactants needed to synthesize it. The reactants are: [NH2:1][C:2]1[N:10]=[C:9]2[C:5]([N:6]=[CH:7][N:8]2[C@H:11]2[CH2:15][C:14]([CH2:16][OH:17])=[CH:13][CH2:12]2)=[C:4]([Cl:18])[N:3]=1.C[N+]1([O-])CC[O:23]CC1.C(O)(C)(C)C.[OH2:32]. (4) Given the product [CH3:14][O:15][C:16]1[CH:21]=[CH:20][CH:19]=[CH:18][C:17]=1[N:22]1[CH2:27][CH2:26][N:25]([C:3]2[NH:12][C:11](=[O:13])[C:10]3[CH2:9][CH2:8][CH2:7][CH2:6][C:5]=3[N:4]=2)[CH2:24][CH2:23]1, predict the reactants needed to synthesize it. The reactants are: CS[C:3]1[NH:12][C:11](=[O:13])[C:10]2[CH2:9][CH2:8][CH2:7][CH2:6][C:5]=2[N:4]=1.[CH3:14][O:15][C:16]1[CH:21]=[CH:20][CH:19]=[CH:18][C:17]=1[N:22]1[CH2:27][CH2:26][NH:25][CH2:24][CH2:23]1. (5) Given the product [OH:3][CH2:4][CH2:5][C:6]1[N:11]=[CH:10][C:9]([C:12]#[N:13])=[CH:8][CH:7]=1, predict the reactants needed to synthesize it. The reactants are: [BH4-].[Na+].[O:3]=[CH:4][CH2:5][C:6]1[N:11]=[CH:10][C:9]([C:12]#[N:13])=[CH:8][CH:7]=1.O. (6) Given the product [NH2:7][C:8]1[C:9]([C:22]#[N:23])=[C:10]([Br:21])[C:11](/[N:14]=[C:15]2/[C:16]([Cl:20])=[N:17][S:18][S:19]/2)=[CH:12][CH:13]=1, predict the reactants needed to synthesize it. The reactants are: C(OC(=O)[NH:7][C:8]1[CH:13]=[CH:12][C:11](/[N:14]=[C:15]2/[C:16]([Cl:20])=[N:17][S:18][S:19]/2)=[C:10]([Br:21])[C:9]=1[C:22]#[N:23])(C)(C)C.C(OC(OC(C)(C)C)=O)(OC(C)(C)C)=O. (7) Given the product [F:1][C:2]1[CH:3]=[C:4]([C@@H:9]2[CH2:13][N:12]([CH2:14][CH2:15][O:16][CH3:17])[CH2:11][C@H:10]2[NH:18][C:19](=[O:37])[NH:20][C:21]2[N:25]([CH3:26])[N:24]=[C:23]([C:27]3[CH:28]=[CH:29][C:30]([C:31]([OH:33])=[O:32])=[CH:35][CH:36]=3)[CH:22]=2)[CH:5]=[CH:6][C:7]=1[F:8], predict the reactants needed to synthesize it. The reactants are: [F:1][C:2]1[CH:3]=[C:4]([C@@H:9]2[CH2:13][N:12]([CH2:14][CH2:15][O:16][CH3:17])[CH2:11][C@H:10]2[NH:18][C:19](=[O:37])[NH:20][C:21]2[N:25]([CH3:26])[N:24]=[C:23]([C:27]3[CH:36]=[CH:35][C:30]([C:31]([O:33]C)=[O:32])=[CH:29][CH:28]=3)[CH:22]=2)[CH:5]=[CH:6][C:7]=1[F:8].C1COCC1.CO.[Li+].[OH-]. (8) Given the product [Cl:24][C:19]1[CH:20]=[CH:21][CH:22]=[CH:23][C:18]=1[NH:17][C:15]1[NH:14][C:13](=[O:25])[CH:12]=[C:11]([C:9]2[CH:8]=[CH:7][C:5]3[NH:6][C:2]([NH:1][C:29](=[O:30])[CH2:28][O:27][CH3:26])=[N:3][C:4]=3[CH:10]=2)[N:16]=1, predict the reactants needed to synthesize it. The reactants are: [NH2:1][C:2]1[NH:6][C:5]2[CH:7]=[CH:8][C:9]([C:11]3[NH:16][C:15]([NH:17][C:18]4[CH:23]=[CH:22][CH:21]=[CH:20][C:19]=4[Cl:24])=[N:14][C:13](=[O:25])[CH:12]=3)=[CH:10][C:4]=2[N:3]=1.[CH3:26][O:27][CH2:28][C:29](O)=[O:30].